Task: Predict the reaction yield, written as a fraction of the theoretical maximum amount of product (1.0 means a 100% yield; for example, 0.34 means a 34% yield).. Dataset: Reaction yield outcomes from USPTO patents with 853,638 reactions (1) The reactants are [NH2:1][C:2]1[N:6]([C:7]2[C:12]([Cl:13])=[CH:11][CH:10]=[CH:9][C:8]=2[Cl:14])[N:5]=[C:4]([CH:15]([CH3:17])[CH3:16])[C:3]=1[C:18]([NH2:20])=[O:19].[OH:21][C:22]1[CH:27]=[CH:26][C:25]([CH2:28][C:29](OCC)=O)=[CH:24][CH:23]=1.CC[O-].[Na+].CC(O)=O. The product is [Cl:14][C:8]1[CH:9]=[CH:10][CH:11]=[C:12]([Cl:13])[C:7]=1[N:6]1[C:2]2[N:1]=[C:29]([CH2:28][C:25]3[CH:26]=[CH:27][C:22]([OH:21])=[CH:23][CH:24]=3)[NH:20][C:18](=[O:19])[C:3]=2[C:4]([CH:15]([CH3:16])[CH3:17])=[N:5]1. The catalyst is CCO. The yield is 0.760. (2) The reactants are Br[C:2]1[CH:8]=[CH:7][C:5]([NH2:6])=[C:4]([F:9])[CH:3]=1.[CH3:10][C:11]1([CH3:27])[C:15]([CH3:17])([CH3:16])[O:14][B:13]([B:13]2[O:14][C:15]([CH3:17])([CH3:16])[C:11]([CH3:27])([CH3:10])[O:12]2)[O:12]1.C([O-])(=O)C.[K+]. The catalyst is C1(P(C2C=CC=CC=2)[C-]2C=CC=C2)C=CC=CC=1.[C-]1(P(C2C=CC=CC=2)C2C=CC=CC=2)C=CC=C1.[Fe+2].CCOC(C)=O. The product is [F:9][C:4]1[CH:3]=[C:2]([B:13]2[O:14][C:15]([CH3:17])([CH3:16])[C:11]([CH3:27])([CH3:10])[O:12]2)[CH:8]=[CH:7][C:5]=1[NH2:6]. The yield is 0.906. (3) The reactants are Cl[CH2:2][C:3](Cl)=[O:4].[N+:6]([C:9]1[CH:14]=[CH:13][C:12]([OH:15])=[C:11]([NH2:16])[CH:10]=1)([O-:8])=[O:7].C([O-])(O)=O.[Na+]. The catalyst is [Cl-].C([N+](C)(C)C)C1C=CC=CC=1.C(Cl)(Cl)Cl. The product is [N+:6]([C:9]1[CH:14]=[CH:13][C:12]2[O:15][CH2:2][C:3](=[O:4])[NH:16][C:11]=2[CH:10]=1)([O-:8])=[O:7]. The yield is 0.410. (4) The reactants are Br[C:2]1[C:7]([C:8]([F:11])([F:10])[F:9])=[CH:6][C:5]([NH:12][C:13]2[N:17]=[C:16]([NH2:18])[NH:15][N:14]=2)=[CH:4][C:3]=1[Cl:19].CN1C(C)(C)CC(SC2C=CC(B3OC(C)(C)C(C)(C)O3)=CC=2)CC1(C)C.[CH:47]([S:50]([C:53]1[CH:58]=[CH:57][C:56](B(O)O)=[CH:55][CH:54]=1)(=[O:52])=[O:51])([CH3:49])[CH3:48].C([O-])([O-])=O.[K+].[K+]. The catalyst is COCCOC.O1CCOCC1.CO.C1C=CC([P]([Pd]([P](C2C=CC=CC=2)(C2C=CC=CC=2)C2C=CC=CC=2)([P](C2C=CC=CC=2)(C2C=CC=CC=2)C2C=CC=CC=2)[P](C2C=CC=CC=2)(C2C=CC=CC=2)C2C=CC=CC=2)(C2C=CC=CC=2)C2C=CC=CC=2)=CC=1. The product is [Cl:19][C:3]1[CH:4]=[C:5]([NH:12][C:13]2[N:17]=[C:16]([NH2:18])[NH:15][N:14]=2)[CH:6]=[C:7]([C:8]([F:11])([F:10])[F:9])[C:2]=1[C:56]1[CH:55]=[CH:54][C:53]([S:50]([CH:47]([CH3:49])[CH3:48])(=[O:52])=[O:51])=[CH:58][CH:57]=1. The yield is 0.160.